This data is from Full USPTO retrosynthesis dataset with 1.9M reactions from patents (1976-2016). The task is: Predict the reactants needed to synthesize the given product. (1) Given the product [F:1][CH:2]([F:15])[O:20][C:19]1[CH:8]=[CH:7][C:6]([C:13]#[C:12][C:10]2[CH:9]=[CH:8][C:7]([F:14])=[C:6]([O:5][CH2:4][CH2:3][CH:2]([F:1])[F:15])[CH:11]=2)=[CH:11][C:10]=1[CH2:12][CH3:13], predict the reactants needed to synthesize it. The reactants are: [F:1][CH:2]([F:15])[CH2:3][CH2:4][O:5][C:6]1[CH:11]=[C:10]([C:12]#[CH:13])[CH:9]=[CH:8][C:7]=1[F:14].CN([CH:19]=[O:20])C. (2) The reactants are: IC1C=CC(N[N:9]=[C:10]([C:13]#[N:14])[C:11]#[N:12])=CC=1.[I:15][C:16]1[CH:22]=[CH:21][C:19]([NH2:20])=[CH:18][CH:17]=1.C(#N)CC#N.O.[NH2:29][NH2:30]. Given the product [I:15][C:16]1[CH:22]=[CH:21][C:19]([NH:20][N:9]=[C:10]2[C:11]([NH2:12])=[N:30][N:29]=[C:13]2[NH2:14])=[CH:18][CH:17]=1, predict the reactants needed to synthesize it. (3) Given the product [CH3:1][O:2][C:3]1[CH:4]=[C:5]2[C:10](=[CH:11][C:12]=1[O:13][CH3:14])[N:9]=[CH:8][N:7]=[C:6]2[O:15][C:16]1[CH:17]=[C:18]([NH:19][C:32]([NH:31][C:29]2[N:28]([C:41]3[CH:42]=[CH:43][CH:44]=[CH:45][CH:46]=3)[N:27]=[C:26]([CH:23]([CH3:25])[CH3:24])[CH:30]=2)=[O:33])[CH:20]=[CH:21][CH:22]=1, predict the reactants needed to synthesize it. The reactants are: [CH3:1][O:2][C:3]1[CH:4]=[C:5]2[C:10](=[CH:11][C:12]=1[O:13][CH3:14])[N:9]=[CH:8][N:7]=[C:6]2[O:15][C:16]1[CH:17]=[C:18]([CH:20]=[CH:21][CH:22]=1)[NH2:19].[CH:23]([C:26]1[CH:30]=[C:29]([NH:31][C:32](=O)[O:33]C2C=CC=CC=2)[N:28]([C:41]2[CH:46]=[CH:45][CH:44]=[CH:43][CH:42]=2)[N:27]=1)([CH3:25])[CH3:24].